Task: Predict the reactants needed to synthesize the given product.. Dataset: Full USPTO retrosynthesis dataset with 1.9M reactions from patents (1976-2016) Given the product [CH3:29][S:30]([O:21][CH2:20][C:7]1[C:8]2[O:12][C:11]([C:13]3[CH:18]=[CH:17][CH:16]=[CH:15][CH:14]=3)=[CH:10][C:9]=2[CH:19]=[C:5]([S:2]([CH3:1])(=[O:4])=[O:3])[CH:6]=1)(=[O:32])=[O:31], predict the reactants needed to synthesize it. The reactants are: [CH3:1][S:2]([C:5]1[CH:6]=[C:7]([CH2:20][OH:21])[C:8]2[O:12][C:11]([C:13]3[CH:18]=[CH:17][CH:16]=[CH:15][CH:14]=3)=[CH:10][C:9]=2[CH:19]=1)(=[O:4])=[O:3].C(N(CC)CC)C.[CH3:29][S:30](O[S:30]([CH3:29])(=[O:32])=[O:31])(=[O:32])=[O:31].